Dataset: hERG Central: cardiac toxicity at 1µM, 10µM, and general inhibition. Task: Predict hERG channel inhibition at various concentrations. (1) Results: hERG_inhib (hERG inhibition (general)): blocker. The drug is CCOC(=O)c1c(C)n(-c2ccc(OC)cc2)c2ccc(O)c(CN(C)C)c12.Cl. (2) The drug is Cc1ccc(C2(c3ccccc3)NC(=O)N(CC(=O)NC3(C#N)CCCC3)C2=O)cc1C. Results: hERG_inhib (hERG inhibition (general)): blocker. (3) The molecule is CCN(CC)CCNc1ncnc2c3ccccc3n(C)c12. Results: hERG_inhib (hERG inhibition (general)): blocker. (4) The molecule is Cc1ccc([N+](=O)[O-])c(OCCN2CCC(Cc3ccccc3)CC2)c1.O=C(O)C(=O)O. Results: hERG_inhib (hERG inhibition (general)): blocker. (5) The molecule is CN1CCN(CCC(C#N)(c2ccccc2)c2ccccc2)CC1.Cl. Results: hERG_inhib (hERG inhibition (general)): blocker.